Task: Regression. Given a peptide amino acid sequence and an MHC pseudo amino acid sequence, predict their binding affinity value. This is MHC class II binding data.. Dataset: Peptide-MHC class II binding affinity with 134,281 pairs from IEDB (1) The peptide sequence is EKKYFAATQFEPLCA. The MHC is DRB1_1602 with pseudo-sequence DRB1_1602. The binding affinity (normalized) is 0.522. (2) The binding affinity (normalized) is 0.0519. The MHC is DRB1_1302 with pseudo-sequence DRB1_1302. The peptide sequence is TDALRTLGSTSADEV.